From a dataset of Forward reaction prediction with 1.9M reactions from USPTO patents (1976-2016). Predict the product of the given reaction. (1) The product is: [C:1]([O:5][C:6]([N:8]1[C:17]2[C:12](=[CH:13][C:14]([C:18](=[N:21][OH:22])[CH3:19])=[CH:15][CH:16]=2)[CH2:11][CH2:10][CH2:9]1)=[O:7])([CH3:4])([CH3:3])[CH3:2]. Given the reactants [C:1]([O:5][C:6]([N:8]1[C:17]2[C:12](=[CH:13][C:14]([C:18](=O)[CH3:19])=[CH:15][CH:16]=2)[CH2:11][CH2:10][CH2:9]1)=[O:7])([CH3:4])([CH3:3])[CH3:2].[NH2:21][OH:22], predict the reaction product. (2) Given the reactants [OH:1][C:2]1[C:3](=[O:28])[CH:4]=[C:5]([CH2:12][CH2:13][CH:14]2[CH2:18][O:17][C:16]([CH3:20])([CH3:19])[N:15]2[C:21]([O:23][C:24]([CH3:27])([CH3:26])[CH3:25])=[O:22])[O:6][C:7]=1[C:8]([O:10][CH3:11])=[O:9].[CH2:29](Cl)Cl.CO.C[Si](C=[N+]=[N-])(C)C, predict the reaction product. The product is: [CH3:29][O:1][C:2]1[C:3](=[O:28])[CH:4]=[C:5]([CH2:12][CH2:13][CH:14]2[CH2:18][O:17][C:16]([CH3:19])([CH3:20])[N:15]2[C:21]([O:23][C:24]([CH3:27])([CH3:26])[CH3:25])=[O:22])[O:6][C:7]=1[C:8]([O:10][CH3:11])=[O:9]. (3) The product is: [ClH:35].[NH2:27][CH2:26][C:7]1[N:8]([CH2:22][CH:23]([CH3:24])[CH3:25])[C:9](=[O:21])[C:10]2[C:15]([C:6]=1[O:5][CH2:1][CH2:2][CH2:3][CH3:4])=[CH:14][C:13]([C:16]1[O:17][CH:18]=[CH:19][CH:20]=1)=[CH:12][CH:11]=2. Given the reactants [CH2:1]([O:5][C:6]1[C:15]2[C:10](=[CH:11][CH:12]=[C:13]([C:16]3[O:17][CH:18]=[CH:19][CH:20]=3)[CH:14]=2)[C:9](=[O:21])[N:8]([CH2:22][CH:23]([CH3:25])[CH3:24])[C:7]=1[CH2:26][NH:27]C(=O)OC(C)(C)C)[CH2:2][CH2:3][CH3:4].[ClH:35], predict the reaction product. (4) Given the reactants [C:1]([CH2:4][C:5]1[CH:39]=[CH:38][C:8]([CH2:9][CH2:10][CH2:11][NH:12][C:13]2[CH:18]=[C:17]([O:19][CH3:20])[CH:16]=[CH:15][C:14]=2[C@@H:21]2[CH2:30][CH2:29][C:28]3[CH:27]=[C:26]([O:31]C(=O)C(C)(C)C)[CH:25]=[CH:24][C:23]=3[CH2:22]2)=[CH:7][CH:6]=1)(O)=O.[C:40]([NH2:44])([CH3:43])([CH3:42])[CH3:41], predict the reaction product. The product is: [C:40]([NH:44][CH2:1][CH2:4][C:5]1[CH:39]=[CH:38][C:8]([CH2:9][CH2:10][CH2:11][NH:12][C:13]2[CH:18]=[C:17]([O:19][CH3:20])[CH:16]=[CH:15][C:14]=2[C@@H:21]2[CH2:22][CH2:23][C:28]3[CH:27]=[C:26]([OH:31])[CH:25]=[CH:24][C:29]=3[CH2:30]2)=[CH:7][CH:6]=1)([CH3:43])([CH3:42])[CH3:41]. (5) Given the reactants Br[C:2]1[CH:3]=[C:4]2[C:10]([C:11]3[CH:16]=[CH:15][CH:14]=[CH:13][C:12]=3[O:17][CH3:18])=[CH:9][N:8]([CH2:19][O:20][CH2:21][CH2:22][Si:23]([CH3:26])([CH3:25])[CH3:24])[C:5]2=[N:6][CH:7]=1.[B:27]1([B:27]2[O:31][C:30]([CH3:33])([CH3:32])[C:29]([CH3:35])([CH3:34])[O:28]2)[O:31][C:30]([CH3:33])([CH3:32])[C:29]([CH3:35])([CH3:34])[O:28]1.C([O-])(=O)C.[Na+], predict the reaction product. The product is: [CH3:18][O:17][C:12]1[CH:13]=[CH:14][CH:15]=[CH:16][C:11]=1[C:10]1[C:4]2[C:5](=[N:6][CH:7]=[C:2]([B:27]3[O:31][C:30]([CH3:33])([CH3:32])[C:29]([CH3:35])([CH3:34])[O:28]3)[CH:3]=2)[N:8]([CH2:19][O:20][CH2:21][CH2:22][Si:23]([CH3:26])([CH3:25])[CH3:24])[CH:9]=1. (6) Given the reactants [CH3:1][N:2]([CH3:34])[CH2:3][CH2:4][CH2:5][C:6]1[CH:7]=[C:8]([NH:13][C:14]2[N:15]=[CH:16][C:17]3[CH2:18][C:19](=O)[NH:20][C:21]4[CH:28]=[C:27]([C:29]([F:32])([F:31])[F:30])[CH:26]=[CH:25][C:22]=4[C:23]=3[N:24]=2)[C:9]([CH3:12])=[N:10][CH:11]=1.P12(SP3(SP(SP(S3)(S1)=S)(=S)S2)=S)=[S:36].N1C=CC=CC=1.C(=O)([O-])[O-].[Na+].[Na+], predict the reaction product. The product is: [CH3:1][N:2]([CH3:34])[CH2:3][CH2:4][CH2:5][C:6]1[CH:7]=[C:8]([NH:13][C:14]2[N:15]=[CH:16][C:17]3[CH2:18][C:19](=[S:36])[NH:20][C:21]4[CH:28]=[C:27]([C:29]([F:32])([F:31])[F:30])[CH:26]=[CH:25][C:22]=4[C:23]=3[N:24]=2)[C:9]([CH3:12])=[N:10][CH:11]=1. (7) The product is: [S:1]1[C:5]([C:6]([OH:8])=[O:7])=[CH:4][N:3]=[C:2]1[C:11]([OH:13])=[O:12]. Given the reactants [S:1]1[C:5]([C:6]([O:8]CC)=[O:7])=[CH:4][N:3]=[C:2]1[C:11]([O:13]CC)=[O:12].O[Li].O, predict the reaction product. (8) Given the reactants [C:1]([S:5][C:6]1[CH:11]=[CH:10][C:9]([C:12]2[C:17]([O:18][CH3:19])=[CH:16][C:15]([C:20]3[CH:25]=[C:24]([O:26][CH3:27])[CH:23]=[CH:22][C:21]=3[O:28][CH3:29])=[C:14]([O:30][CH3:31])[CH:13]=2)=[CH:8][CH:7]=1)([CH3:4])(C)C.C[OH:33], predict the reaction product. The product is: [C:1]([S:5][C:6]1[CH:7]=[CH:8][C:9]([C:12]2[C:17]([O:18][CH3:19])=[CH:16][C:15]([C:20]3[CH:25]=[C:24]([O:26][CH3:27])[CH:23]=[CH:22][C:21]=3[O:28][CH3:29])=[C:14]([O:30][CH3:31])[CH:13]=2)=[CH:10][CH:11]=1)(=[O:33])[CH3:4].